Dataset: Tyrosyl-DNA phosphodiesterase HTS with 341,365 compounds. Task: Binary Classification. Given a drug SMILES string, predict its activity (active/inactive) in a high-throughput screening assay against a specified biological target. (1) The compound is O=c1n(n(c(c1N\C(C)=C\C#N)C)C)c1ccccc1. The result is 0 (inactive). (2) The drug is S=C(N1CCN(CC1)c1ncccc1)NC. The result is 0 (inactive). (3) The molecule is S(CC(=O)N1CCN(CC1)C(=O)c1occc1)c1ccccc1. The result is 0 (inactive). (4) The compound is s1c(NC(=S)NC(=O)CC(C)C)cc(c1C(OCC)=O)C. The result is 0 (inactive).